Dataset: Forward reaction prediction with 1.9M reactions from USPTO patents (1976-2016). Task: Predict the product of the given reaction. (1) Given the reactants F[C:2]1[CH:7]=[CH:6][CH:5]=[CH:4][C:3]=1[N+:8]([O-:10])=[O:9].[CH:11]1([NH2:14])[CH2:13][CH2:12]1.C(N(CC)CC)C.O, predict the reaction product. The product is: [CH:11]1([NH:14][C:2]2[CH:7]=[CH:6][CH:5]=[CH:4][C:3]=2[N+:8]([O-:10])=[O:9])[CH2:13][CH2:12]1. (2) Given the reactants [CH2:1]([O:3][C:4]([C:6]1[N:11]=[C:10](Br)[C:9]2[N:13]=[C:14]([C:16]3[CH:21]=[CH:20][CH:19]=[CH:18][CH:17]=3)[S:15][C:8]=2[C:7]=1[OH:22])=[O:5])[CH3:2].[CH2:23]([Sn]([CH2:23][CH2:24][CH2:25][CH3:26])([CH2:23][CH2:24][CH2:25][CH3:26])[CH2:23][CH2:24][CH2:25][CH3:26])[CH2:24][CH2:25][CH3:26], predict the reaction product. The product is: [CH2:1]([O:3][C:4]([C:6]1[N:11]=[C:10]([CH2:23][CH2:24][CH2:25][CH3:26])[C:9]2[N:13]=[C:14]([C:16]3[CH:21]=[CH:20][CH:19]=[CH:18][CH:17]=3)[S:15][C:8]=2[C:7]=1[OH:22])=[O:5])[CH3:2].